This data is from Full USPTO retrosynthesis dataset with 1.9M reactions from patents (1976-2016). The task is: Predict the reactants needed to synthesize the given product. (1) Given the product [CH:1]1([CH2:4][S:5]([CH2:8][C@H:9]([NH:13][C:14]([N:16]2[CH2:21][CH2:20][O:19][CH2:18][CH2:17]2)=[O:15])[C:10](=[O:12])[NH:41][CH:42]2[CH:47]([OH:48])[CH2:46][CH2:45][CH2:44][CH:43]2[OH:49])(=[O:6])=[O:7])[CH2:2][CH2:3]1, predict the reactants needed to synthesize it. The reactants are: [CH:1]1([CH2:4][S:5]([CH2:8][C@H:9]([NH:13][C:14]([N:16]2[CH2:21][CH2:20][O:19][CH2:18][CH2:17]2)=[O:15])[C:10]([OH:12])=O)(=[O:7])=[O:6])[CH2:3][CH2:2]1.C1(N=C=N)CCCCC1.OC1C2N=NNC=2C=CC=1.[NH2:41][CH:42]1[CH:47]([OH:48])[CH2:46][CH2:45][CH2:44][CH:43]1[OH:49].C(O)C(N)(CO)CO. (2) Given the product [O:3]1[C:7]2[CH:8]=[CH:9][CH:10]=[C:11]([CH:12]3[CH2:17][CH2:16][N:15]([CH2:18][CH2:19][C@H:20]4[CH2:21][CH2:22][C@H:23]([NH:26][C:34](=[O:35])[CH2:33][C:31]5[O:30][N:29]=[C:28]([CH3:27])[CH:32]=5)[CH2:24][CH2:25]4)[CH2:14][CH2:13]3)[C:6]=2[CH2:5][CH2:4]1, predict the reactants needed to synthesize it. The reactants are: Cl.Cl.[O:3]1[C:7]2[CH:8]=[CH:9][CH:10]=[C:11]([CH:12]3[CH2:17][CH2:16][N:15]([CH2:18][CH2:19][C@H:20]4[CH2:25][CH2:24][C@H:23]([NH2:26])[CH2:22][CH2:21]4)[CH2:14][CH2:13]3)[C:6]=2[CH2:5][CH2:4]1.[CH3:27][C:28]1[CH:32]=[C:31]([CH2:33][C:34](O)=[O:35])[O:30][N:29]=1. (3) Given the product [Si:1]([O:8][C@H:9]([C:27]1[CH:32]=[CH:31][C:30]([OH:33])=[C:29]([CH2:34][OH:35])[CH:28]=1)[CH2:10][NH:11][C@H:12]([CH3:26])[CH2:13][C:14]1[CH:15]=[C:16]2[C:20](=[CH:21][CH:22]=1)[NH:19][C:18]([C:23]([NH:70][CH2:69][C:68]1[CH:71]=[CH:72][CH:73]=[CH:74][C:67]=1[O:66][CH3:65])=[O:25])=[CH:17]2)([C:4]([CH3:7])([CH3:6])[CH3:5])([CH3:2])[CH3:3], predict the reactants needed to synthesize it. The reactants are: [Si:1]([O:8][C@H:9]([C:27]1[CH:32]=[CH:31][C:30]([OH:33])=[C:29]([CH2:34][OH:35])[CH:28]=1)[CH2:10][NH:11][C@H:12]([CH3:26])[CH2:13][C:14]1[CH:15]=[C:16]2[C:20](=[CH:21][CH:22]=1)[NH:19][C:18]([C:23]([OH:25])=O)=[CH:17]2)([C:4]([CH3:7])([CH3:6])[CH3:5])([CH3:3])[CH3:2].Cl.CN(C)CCCN=C=NCC.OC1C2N=NNC=2C=CC=1.C(N(CC)CC)C.[CH3:65][O:66][C:67]1[CH:74]=[CH:73][CH:72]=[CH:71][C:68]=1[CH2:69][NH2:70]. (4) Given the product [CH3:1][C:2]1([CH3:8])[O:9][C:10](=[O:11])[N:23]([C@H:24]2[CH2:29][CH2:28][C@H:27]([C:30]([O:32][CH2:33][C:34]3[CH:35]=[CH:36][CH:37]=[CH:38][CH:39]=3)=[O:31])[CH2:26][CH2:25]2)[C:3]1=[O:4], predict the reactants needed to synthesize it. The reactants are: [CH3:1][C:2]([O:9][C:10](OC1C=CC([N+]([O-])=O)=CC=1)=[O:11])([CH3:8])[C:3](OCC)=[O:4].Cl.[NH2:23][C@H:24]1[CH2:29][CH2:28][C@H:27]([C:30]([O:32][CH2:33][C:34]2[CH:39]=[CH:38][CH:37]=[CH:36][CH:35]=2)=[O:31])[CH2:26][CH2:25]1.C(=O)([O-])[O-].[K+].[K+].CN(C=O)C. (5) Given the product [S:1]1[C:5]2[CH:6]=[CH:7][CH:8]=[CH:9][C:4]=2[N:3]=[C:2]1[NH:10][C:11]([C:13]1[CH:14]=[CH:15][CH:16]=[C:17]2[C:22]=1[CH:21]([CH3:23])[N:20]([C:28]1[N:27]=[C:26]([C:32]([O:34][CH3:35])=[O:33])[C:25]([Br:24])=[CH:30][CH:29]=1)[CH2:19][CH2:18]2)=[O:12], predict the reactants needed to synthesize it. The reactants are: [S:1]1[C:5]2[CH:6]=[CH:7][CH:8]=[CH:9][C:4]=2[N:3]=[C:2]1[NH:10][C:11]([C:13]1[CH:14]=[CH:15][CH:16]=[C:17]2[C:22]=1[CH:21]([CH3:23])[NH:20][CH2:19][CH2:18]2)=[O:12].[Br:24][C:25]1[C:26]([C:32]([O:34][CH3:35])=[O:33])=[N:27][C:28](F)=[CH:29][CH:30]=1.C(N(CC)CC)C. (6) Given the product [Br:13][C:14]1[CH:27]=[CH:26][C:25]2[C:24]([C:2]3[CH:7]=[CH:6][CH:5]=[CH:4][CH:3]=3)([OH:28])[C:23]3[CH:22]=[C:21]4[C:29]5[C:34]([C:35]([CH3:36])([CH3:37])[C:20]4=[CH:19][C:18]=3[C:17]([C:9]3[CH:40]=[CH:39][CH:12]=[CH:11][CH:10]=3)([OH:38])[C:16]=2[CH:15]=1)=[CH:33][CH:32]=[CH:31][CH:30]=5, predict the reactants needed to synthesize it. The reactants are: Br[C:2]1[CH:7]=[CH:6][CH:5]=[CH:4][CH:3]=1.[Li][CH2:9][CH2:10][CH2:11][CH3:12].[Br:13][C:14]1[CH:27]=[CH:26][C:25]2[C:24](=[O:28])[C:23]3[CH:22]=[C:21]4[C:29]5[C:34]([C:35]([CH3:37])([CH3:36])[C:20]4=[CH:19][C:18]=3[C:17](=[O:38])[C:16]=2[CH:15]=1)=[CH:33][CH:32]=[CH:31][CH:30]=5.[CH2:39]1COC[CH2:40]1. (7) Given the product [CH3:1][O:2][C:3]1[CH:8]=[CH:7][N:6]=[C:5]([C:9]2[N:13]([CH3:16])[CH:12]=[CH:11][N:10]=2)[CH:4]=1, predict the reactants needed to synthesize it. The reactants are: [CH3:1][O:2][C:3]1[CH:8]=[CH:7][N:6]=[C:5]([C:9]2[NH:10][CH:11]=[CH:12][N:13]=2)[CH:4]=1.[H-].[Na+].[CH3:16]OS(C1C=CC(C)=CC=1)(=O)=O. (8) Given the product [Cl:1][C@H:2]1[C@H:6]([CH2:7][CH2:8][CH2:9][C:10]2[S:14][C:13]([C:15]([OH:17])=[O:16])=[CH:12][CH:11]=2)[C@@H:5](/[CH:19]=[CH:20]/[C@@H:21]([OH:28])[CH:22]([OH:27])[CH2:23][CH2:24][CH2:25][CH3:26])[C@H:4]([OH:29])[CH2:3]1, predict the reactants needed to synthesize it. The reactants are: [Cl:1][C@H:2]1[C@H:6]([CH2:7][CH2:8][CH2:9][C:10]2[S:14][C:13]([C:15]([O:17]C)=[O:16])=[CH:12][CH:11]=2)[C@@H:5](/[CH:19]=[CH:20]/[C@@H:21]([OH:28])[CH:22]([OH:27])[CH2:23][CH2:24][CH2:25][CH3:26])[C@H:4]([OH:29])[CH2:3]1.Cl[C@H]1[C@H](CCCC2SC(C(O)=O)=CC=2)[C@@H](/C=C/[C@@H](O)CC(O)CCC)[C@H](O)C1.